Task: Predict the reactants needed to synthesize the given product.. Dataset: Full USPTO retrosynthesis dataset with 1.9M reactions from patents (1976-2016) Given the product [F:8][C:9]1[CH:14]=[CH:13][C:12]([CH2:15][C:16]([N:3]=[C:2]=[S:1])=[O:17])=[CH:11][CH:10]=1, predict the reactants needed to synthesize it. The reactants are: [S-:1][C:2]#[N:3].[K+].C(#N)C.[F:8][C:9]1[CH:14]=[CH:13][C:12]([CH2:15][C:16](Cl)=[O:17])=[CH:11][CH:10]=1.C(=O)([O-])O.[Na+].